Dataset: Forward reaction prediction with 1.9M reactions from USPTO patents (1976-2016). Task: Predict the product of the given reaction. Given the reactants [Cl:1][C:2]1[N:6]2[CH:7]=[C:8]([C:15]3[CH:16]=[N:17][NH:18][CH:19]=3)[CH:9]=[C:10]([C:11]([F:14])([F:13])[F:12])[C:5]2=[N:4][C:3]=1[C:20](O)=[O:21].[NH:23]1[CH2:28][CH2:27][CH:26]([N:29]2[C:33](=[O:34])[CH2:32][CH2:31][C:30]2=[O:35])[CH2:25][CH2:24]1.CCN(C(C)C)C(C)C.CN(C(ON1N=NC2C=CC=NC1=2)=[N+](C)C)C.F[P-](F)(F)(F)(F)F, predict the reaction product. The product is: [Cl:1][C:2]1[N:6]2[CH:7]=[C:8]([C:15]3[CH:16]=[N:17][NH:18][CH:19]=3)[CH:9]=[C:10]([C:11]([F:13])([F:14])[F:12])[C:5]2=[N:4][C:3]=1[C:20]([N:23]1[CH2:28][CH2:27][CH:26]([N:29]2[C:30](=[O:35])[CH2:31][CH2:32][C:33]2=[O:34])[CH2:25][CH2:24]1)=[O:21].